Task: Predict the product of the given reaction.. Dataset: Forward reaction prediction with 1.9M reactions from USPTO patents (1976-2016) (1) Given the reactants Cl[C:2]1[CH:7]=[N:6][CH:5]=[C:4]([Cl:8])[N:3]=1.[NH2:9][C:10]1[C:18]([Cl:19])=[CH:17][C:13]([C:14]([OH:16])=[O:15])=[C:12]([O:20][CH3:21])[CH:11]=1.CC([O-])(C)C.[Na+].CC1(C)C2C(=C(P(C3C=CC=CC=3)C3C=CC=CC=3)C=CC=2)OC2C(P(C3C=CC=CC=3)C3C=CC=CC=3)=CC=CC1=2, predict the reaction product. The product is: [Cl:19][C:18]1[C:10]([NH:9][C:2]2[CH:7]=[N:6][CH:5]=[C:4]([Cl:8])[N:3]=2)=[CH:11][C:12]([O:20][CH3:21])=[C:13]([CH:17]=1)[C:14]([OH:16])=[O:15]. (2) Given the reactants [CH3:1][N:2]([CH2:10][CH2:11][CH2:12][N:13]1[CH2:18][CH2:17][S:16][C:15]2[CH:19]=[C:20]([NH:23][C:24]([C:26]3[S:27][CH:28]=[CH:29][CH:30]=3)=[NH:25])[CH:21]=[CH:22][C:14]1=2)C(=O)OC(C)(C)C, predict the reaction product. The product is: [CH3:1][NH:2][CH2:10][CH2:11][CH2:12][N:13]1[CH2:18][CH2:17][S:16][C:15]2[CH:19]=[C:20]([NH:23][C:24]([C:26]3[S:27][CH:28]=[CH:29][CH:30]=3)=[NH:25])[CH:21]=[CH:22][C:14]1=2. (3) The product is: [CH3:7][C:5]1[S:4][C:3]([C:8]2[CH:9]=[CH:10][N:32]=[C:30]([NH:29][C:26]3[CH:27]=[CH:28][C:23]([NH:22][C:19](=[O:21])[CH3:20])=[CH:24][CH:25]=3)[N:31]=2)=[C:2]([CH3:1])[N:6]=1. Given the reactants [CH3:1][C:2]1[N:6]=[C:5]([CH3:7])[S:4][C:3]=1/[CH:8]=[CH:9]/[C:10](N(C)C)=O.[N+]([O-])(O)=O.[C:19]([NH:22][C:23]1[CH:28]=[CH:27][C:26]([NH:29][C:30]([NH2:32])=[NH:31])=[CH:25][CH:24]=1)(=[O:21])[CH3:20], predict the reaction product. (4) Given the reactants [NH:1]1[C:9]2[C:4](=[CH:5][C:6]([C:10]([OH:12])=[O:11])=[CH:7][CH:8]=2)[CH:3]=[N:2]1.[CH3:13][C:14]1([CH3:17])[CH2:16][O:15]1.[C:18]([O-])([O-])=O.[K+].[K+].[OH2:24].CN1[C:30](=O)[CH2:29][CH2:28]C1, predict the reaction product. The product is: [OH:24][C:29]([CH3:28])([CH3:30])[CH2:18][N:1]1[C:9]2[C:4](=[CH:5][C:6]([C:10]([O:12][CH2:13][C:14]([OH:15])([CH3:17])[CH3:16])=[O:11])=[CH:7][CH:8]=2)[CH:3]=[N:2]1. (5) Given the reactants CC(O)=O.C([N:12]1[CH2:17][CH2:16][C:15]([OH:21])([C:18]([NH2:20])=[O:19])[CH2:14][CH2:13]1)C1C=CC=CC=1, predict the reaction product. The product is: [OH:21][C:15]1([C:18]([NH2:20])=[O:19])[CH2:16][CH2:17][NH:12][CH2:13][CH2:14]1. (6) Given the reactants Br[CH2:2][C:3]1[CH:8]=[CH:7][C:6]([C:9]2[CH:13]=[C:12]([C:14]([NH2:16])=[O:15])[O:11][N:10]=2)=[CH:5][CH:4]=1.[Cl:17][C:18]1[CH:19]=[C:20]([OH:24])[CH:21]=[CH:22][CH:23]=1.C([O-])([O-])=O.[K+].[K+], predict the reaction product. The product is: [Cl:17][C:18]1[CH:19]=[C:20]([CH:21]=[CH:22][CH:23]=1)[O:24][CH2:2][C:3]1[CH:8]=[CH:7][C:6]([C:9]2[CH:13]=[C:12]([C:14]([NH2:16])=[O:15])[O:11][N:10]=2)=[CH:5][CH:4]=1.